From a dataset of Retrosynthesis with 50K atom-mapped reactions and 10 reaction types from USPTO. Predict the reactants needed to synthesize the given product. (1) Given the product CCS(=O)(=O)N(Cc1ccccc1)c1ncc(Br)cn1, predict the reactants needed to synthesize it. The reactants are: Brc1cnc(NCc2ccccc2)nc1.CCS(=O)(=O)Cl. (2) Given the product CCOCCOc1ccc(OCC2CO2)cc1, predict the reactants needed to synthesize it. The reactants are: CCOCCOc1ccc(O)cc1.ClCC1CO1. (3) Given the product C=CC(=O)Nc1cccc(-c2cccc3cnc(Nc4ccc(NC5CCN(C)CC5)cc4)nc23)c1, predict the reactants needed to synthesize it. The reactants are: C=CC(=O)Nc1cccc(-c2cccc3cnc(Cl)nc23)c1.CN1CCC(Nc2ccc(N)cc2)CC1. (4) Given the product CS(=O)(=O)Nc1ccc2c(c1)C(=O)NC2=O, predict the reactants needed to synthesize it. The reactants are: CS(=O)(=O)Cl.Nc1ccc2c(c1)C(=O)NC2=O.